Dataset: NCI-60 drug combinations with 297,098 pairs across 59 cell lines. Task: Regression. Given two drug SMILES strings and cell line genomic features, predict the synergy score measuring deviation from expected non-interaction effect. Drug 1: C1CCN(CC1)CCOC2=CC=C(C=C2)C(=O)C3=C(SC4=C3C=CC(=C4)O)C5=CC=C(C=C5)O. Drug 2: CC1=C2C(C(=O)C3(C(CC4C(C3C(C(C2(C)C)(CC1OC(=O)C(C(C5=CC=CC=C5)NC(=O)C6=CC=CC=C6)O)O)OC(=O)C7=CC=CC=C7)(CO4)OC(=O)C)O)C)OC(=O)C. Cell line: NCI/ADR-RES. Synergy scores: CSS=-3.83, Synergy_ZIP=2.55, Synergy_Bliss=-0.0117, Synergy_Loewe=-2.90, Synergy_HSA=-3.77.